This data is from Reaction yield outcomes from USPTO patents with 853,638 reactions. The task is: Predict the reaction yield, written as a fraction of the theoretical maximum amount of product (1.0 means a 100% yield; for example, 0.34 means a 34% yield). (1) The reactants are [Cl:1][C:2]1[CH:10]=[C:9]2[C:5]([C:6]([C:11]([O:13]C)=[O:12])=[CH:7][NH:8]2)=[CH:4][C:3]=1[C:15]1[CH:20]=[CH:19][C:18]([O:21][CH2:22][CH2:23][CH2:24][OH:25])=[C:17]([O:26][CH3:27])[CH:16]=1.[OH-].[Na+].Cl. The catalyst is CO.O. The product is [Cl:1][C:2]1[CH:10]=[C:9]2[C:5]([C:6]([C:11]([OH:13])=[O:12])=[CH:7][NH:8]2)=[CH:4][C:3]=1[C:15]1[CH:20]=[CH:19][C:18]([O:21][CH2:22][CH2:23][CH2:24][OH:25])=[C:17]([O:26][CH3:27])[CH:16]=1. The yield is 0.350. (2) The reactants are C(=O)([O-])[O-].[Na+].[Na+].Br[C:8]1[N:9]([C:24]2[C:33]3[C:28](=[CH:29][CH:30]=[CH:31][CH:32]=3)[C:27]([CH:34]3[CH2:36][CH2:35]3)=[CH:26][CH:25]=2)[C:10]([S:13][C:14]([CH3:23])([CH3:22])[C:15]([O:17][C:18]([CH3:21])([CH3:20])[CH3:19])=[O:16])=[N:11][N:12]=1.[C:37]1(B(O)O)[CH:42]=[CH:41][CH:40]=[CH:39][CH:38]=1. The catalyst is C1(C)C=CC=CC=1.C1COCC1.C1C=CC([P]([Pd]([P](C2C=CC=CC=2)(C2C=CC=CC=2)C2C=CC=CC=2)([P](C2C=CC=CC=2)(C2C=CC=CC=2)C2C=CC=CC=2)[P](C2C=CC=CC=2)(C2C=CC=CC=2)C2C=CC=CC=2)(C2C=CC=CC=2)C2C=CC=CC=2)=CC=1. The product is [CH:34]1([C:27]2[C:28]3[C:33](=[CH:32][CH:31]=[CH:30][CH:29]=3)[C:24]([N:9]3[C:8]([C:37]4[CH:42]=[CH:41][CH:40]=[CH:39][CH:38]=4)=[N:12][N:11]=[C:10]3[S:13][C:14]([CH3:23])([CH3:22])[C:15]([O:17][C:18]([CH3:21])([CH3:20])[CH3:19])=[O:16])=[CH:25][CH:26]=2)[CH2:36][CH2:35]1. The yield is 0.730.